This data is from Forward reaction prediction with 1.9M reactions from USPTO patents (1976-2016). The task is: Predict the product of the given reaction. (1) Given the reactants Br[C:2]1[CH:3]=[C:4]2[C:8](=[CH:9][CH:10]=1)[NH:7][CH:6]=[C:5]2[CH2:11][CH2:12][N:13]([CH3:15])[CH3:14].[C-]#N.[CH3:18][N:19](C=O)C, predict the reaction product. The product is: [CH3:14][N:13]([CH3:15])[CH2:12][CH2:11][C:5]1[C:4]2[C:8](=[CH:9][CH:10]=[C:2]([C:18]#[N:19])[CH:3]=2)[NH:7][CH:6]=1. (2) Given the reactants [NH2:1][C:2]1[S:6][C:5]2[CH:7]=[CH:8][CH:9]=[CH:10][C:4]=2[C:3]=1[C:11]([O:13][CH2:14][CH3:15])=[O:12].F[C:17]1[CH:22]=[C:21]([F:23])[CH:20]=[CH:19][C:18]=1[N+:24]([O-:26])=[O:25].C(=O)([O-])[O-].[K+].[K+].O, predict the reaction product. The product is: [F:23][C:21]1[CH:20]=[CH:19][C:18]([N+:24]([O-:26])=[O:25])=[C:17]([CH:22]=1)[NH:1][C:2]1[S:6][C:5]2[CH:7]=[CH:8][CH:9]=[CH:10][C:4]=2[C:3]=1[C:11]([O:13][CH2:14][CH3:15])=[O:12]. (3) Given the reactants [CH:1]1([C:4]2[N:5]([CH2:10][CH2:11][NH2:12])[CH:6]=[C:7]([I:9])[N:8]=2)[CH2:3][CH2:2]1.[F:13][C:14]([F:26])([F:25])[C:15]1[CH:20]=[CH:19][C:18]([CH2:21][CH2:22][CH:23]=O)=[CH:17][CH:16]=1, predict the reaction product. The product is: [CH:1]1([C:4]2[N:5]3[CH2:10][CH2:11][NH:12][CH:23]([CH2:22][CH2:21][C:18]4[CH:19]=[CH:20][C:15]([C:14]([F:13])([F:25])[F:26])=[CH:16][CH:17]=4)[C:6]3=[C:7]([I:9])[N:8]=2)[CH2:3][CH2:2]1. (4) Given the reactants Br[C@H:2]1[C@@H:7]([OH:8])[C@@H:6]([C@@H:9]([CH2:11][Br:12])[OH:10])[O:5][C:3]1=[O:4].O.C(=O)([O-])[O-].[K+].[K+].[F-].[K+], predict the reaction product. The product is: [Br:12][CH2:11][C@@H:9]([OH:10])[C@H:6]1[O:5][C:3](=[O:4])[C@H:2]2[O:8][C@@H:7]12. (5) Given the reactants [CH3:1][O:2][C:3]([C:5]1[C:6]([OH:30])=[C:7]2[C:12](=[C:13](Br)[N:14]=1)[N:11]([CH2:16][C:17]1[CH:22]=[CH:21][CH:20]=[CH:19][CH:18]=1)[C:10](=[O:23])[C:9]([C:24]1[CH:29]=[CH:28][CH:27]=[CH:26][CH:25]=1)=[CH:8]2)=[O:4].C([Sn](CCCC)(CCCC)[C:36]1[CH:41]=[CH:40][N:39]=[CH:38][CH:37]=1)CCC.CCOC(C)=O.Cl, predict the reaction product. The product is: [CH3:1][O:2][C:3]([C:5]1[C:6]([OH:30])=[C:7]2[C:12](=[C:13]([C:36]3[CH:41]=[CH:40][N:39]=[CH:38][CH:37]=3)[N:14]=1)[N:11]([CH2:16][C:17]1[CH:22]=[CH:21][CH:20]=[CH:19][CH:18]=1)[C:10](=[O:23])[C:9]([C:24]1[CH:29]=[CH:28][CH:27]=[CH:26][CH:25]=1)=[CH:8]2)=[O:4].